From a dataset of Reaction yield outcomes from USPTO patents with 853,638 reactions. Predict the reaction yield, written as a fraction of the theoretical maximum amount of product (1.0 means a 100% yield; for example, 0.34 means a 34% yield). (1) The reactants are CS[C:3]1[N:4]=[N:5][C:6]([C:21]#[N:22])=[C:7]([N:9]2[CH2:14][CH:13]=[C:12]([C:15]3[CH:20]=[CH:19][CH:18]=[CH:17][CH:16]=3)[CH2:11][CH2:10]2)[N:8]=1.[CH2:23]([CH2:25][NH2:26])[OH:24]. The catalyst is O1CCOCC1. The product is [OH:24][CH2:23][CH2:25][NH:26][C:3]1[N:4]=[N:5][C:6]([C:21]#[N:22])=[C:7]([N:9]2[CH2:14][CH:13]=[C:12]([C:15]3[CH:20]=[CH:19][CH:18]=[CH:17][CH:16]=3)[CH2:11][CH2:10]2)[N:8]=1. The yield is 0.500. (2) The reactants are [F:8][C:7]([F:10])([F:9])[C:6](O[C:6](=[O:11])[C:7]([F:10])([F:9])[F:8])=[O:11].[NH2:14][C:15]1[CH:16]=[CH:17][C:18]2[N:38]([CH:39]=1)[C:21]1[N:22]([C:31]3[CH:32]=[N:33][C:34]([Cl:37])=[CH:35][CH:36]=3)[C:23](=[O:30])[C:24]3[C:29]([C:20]=1[N:19]=2)=[CH:28][CH:27]=[CH:26][CH:25]=3.C(N(CC)CC)C. The catalyst is ClCCl. The product is [Cl:37][C:34]1[N:33]=[CH:32][C:31]([N:22]2[C:21]3[N:38]4[CH:39]=[C:15]([NH:14][C:6](=[O:11])[C:7]([F:8])([F:9])[F:10])[CH:16]=[CH:17][C:18]4=[N:19][C:20]=3[C:29]3[C:24](=[CH:25][CH:26]=[CH:27][CH:28]=3)[C:23]2=[O:30])=[CH:36][CH:35]=1. The yield is 0.750. (3) The reactants are [CH3:1][O:2][C:3]1[CH:4]=[C:5]2[C:10](=[CH:11][C:12]=1[O:13][CH3:14])[N:9]=[CH:8][N:7]=[C:6]2[O:15][C:16]1[CH:22]=[CH:21][C:19]([NH2:20])=[C:18]([N+:23]([O-:25])=[O:24])[CH:17]=1.Cl[C:27](Cl)([O:29]C(=O)OC(Cl)(Cl)Cl)Cl.[CH3:38][CH2:39][CH2:40][CH2:41][CH:42]([OH:47])[CH2:43][CH2:44][CH2:45][CH3:46].C(=O)(O)[O-].[Na+]. The catalyst is C(Cl)Cl.C(N(CC)CC)C.C1(C)C=CC=CC=1. The product is [CH3:1][O:2][C:3]1[CH:4]=[C:5]2[C:10](=[CH:11][C:12]=1[O:13][CH3:14])[N:9]=[CH:8][N:7]=[C:6]2[O:15][C:16]1[CH:22]=[CH:21][C:19]([NH:20][C:27](=[O:29])[O:47][CH:42]([CH2:43][CH2:44][CH2:45][CH3:46])[CH2:41][CH2:40][CH2:39][CH3:38])=[C:18]([N+:23]([O-:25])=[O:24])[CH:17]=1. The yield is 0.960. (4) The product is [C:58]([O:57][C:56]([NH:55][C:52]1([CH2:51][N:37]2[C:38]([C:45]([O:47][CH2:48][CH3:49])=[O:46])=[C:39]([C:40]([O:42][CH2:43][CH3:44])=[O:41])[C:35]([I:34])=[N:36]2)[CH2:54][CH2:53]1)=[O:62])([CH3:61])([CH3:59])[CH3:60]. The catalyst is C1COCC1.O. The yield is 0.850. The reactants are C1C=CC(P(C2C=CC=CC=2)C2C=CC=CC=2)=CC=1.CC(OC(/N=N/C(OC(C)C)=O)=O)C.[I:34][C:35]1[C:39]([C:40]([O:42][CH2:43][CH3:44])=[O:41])=[C:38]([C:45]([O:47][CH2:48][CH3:49])=[O:46])[NH:37][N:36]=1.O[CH2:51][C:52]1([NH:55][C:56](=[O:62])[O:57][C:58]([CH3:61])([CH3:60])[CH3:59])[CH2:54][CH2:53]1. (5) The reactants are [OH:1][C:2]1[CH:9]=[CH:8][C:5]([CH:6]=[O:7])=[CH:4][CH:3]=1.[CH3:10][N:11]([CH3:15])[C:12](Cl)=[O:13].Cl.C(OCC)(=O)C. The catalyst is N1C=CC=CC=1. The product is [CH3:10][N:11]([CH3:15])[C:12](=[O:13])[O:1][C:2]1[CH:9]=[CH:8][C:5]([CH:6]=[O:7])=[CH:4][CH:3]=1. The yield is 0.860.